From a dataset of Forward reaction prediction with 1.9M reactions from USPTO patents (1976-2016). Predict the product of the given reaction. (1) Given the reactants [C:1]([O:5][C:6]([N:8]1[CH2:13][CH2:12][CH2:11][CH2:10][C@@H:9]1[C:14](=[O:32])[NH:15][C:16]1[CH:17]=[C:18]([C:23]2[CH:28]=[CH:27][C:26]([C:29](O)=[O:30])=[CH:25][CH:24]=2)[C:19]([Cl:22])=[CH:20][CH:21]=1)=[O:7])([CH3:4])([CH3:3])[CH3:2].[CH2:33]([S:36]([N:39]1[CH2:44][CH2:43][N:42]([CH2:45][C:46]2[CH:51]=[CH:50][C:49]([NH2:52])=[CH:48][CH:47]=2)[CH2:41][CH2:40]1)(=[O:38])=[O:37])[CH2:34][CH3:35].CN(C(ON1N=NC2C=CC=CC1=2)=[N+](C)C)C.F[P-](F)(F)(F)(F)F.CN1CCOCC1, predict the reaction product. The product is: [C:1]([O:5][C:6]([N:8]1[CH2:13][CH2:12][CH2:11][CH2:10][C@@H:9]1[C:14](=[O:32])[NH:15][C:16]1[CH:17]=[C:18]([C:23]2[CH:24]=[CH:25][C:26]([C:29](=[O:30])[NH:52][C:49]3[CH:50]=[CH:51][C:46]([CH2:45][N:42]4[CH2:41][CH2:40][N:39]([S:36]([CH2:33][CH2:34][CH3:35])(=[O:38])=[O:37])[CH2:44][CH2:43]4)=[CH:47][CH:48]=3)=[CH:27][CH:28]=2)[C:19]([Cl:22])=[CH:20][CH:21]=1)=[O:7])([CH3:2])([CH3:3])[CH3:4]. (2) The product is: [Br:1][C:2]1[N:7]=[C:6]([C:8]2[N:22]([CH2:23][C:24]3[CH:29]=[CH:28][C:27]([CH3:30])=[CH:26][C:25]=3[CH3:31])[C:20](=[O:21])[C:19]([C:17]#[N:18])=[C:10]([C:11]([F:14])([F:13])[F:12])[CH:9]=2)[CH:5]=[CH:4][CH:3]=1. Given the reactants [Br:1][C:2]1[N:7]=[C:6]([C:8](=O)[CH2:9][C:10](=O)[C:11]([F:14])([F:13])[F:12])[CH:5]=[CH:4][CH:3]=1.[C:17]([CH2:19][C:20]([NH:22][CH2:23][C:24]1[CH:29]=[CH:28][C:27]([CH3:30])=[CH:26][C:25]=1[CH3:31])=[O:21])#[N:18].N#N.C1CCN2C(=NCCC2)CC1, predict the reaction product. (3) Given the reactants [N:1]([C:4]1[C:13]([S:14][CH2:15][C:16]2[CH:21]=[CH:20][C:19]([O:22][CH3:23])=[CH:18][CH:17]=2)=[CH:12][C:7]([C:8]([O:10][CH3:11])=[O:9])=[C:6]([NH:24][C:25]2[CH:30]=[CH:29][CH:28]=[CH:27][C:26]=2[Cl:31])[C:5]=1[F:32])=[N+]=[N-].[H][H], predict the reaction product. The product is: [NH2:1][C:4]1[C:13]([S:14][CH2:15][C:16]2[CH:17]=[CH:18][C:19]([O:22][CH3:23])=[CH:20][CH:21]=2)=[CH:12][C:7]([C:8]([O:10][CH3:11])=[O:9])=[C:6]([NH:24][C:25]2[CH:30]=[CH:29][CH:28]=[CH:27][C:26]=2[Cl:31])[C:5]=1[F:32]. (4) The product is: [NH2:31][C:20]1[N:19]=[C:18]([C:11]2[C:12]3[C:17](=[CH:16][CH:15]=[CH:14][CH:13]=3)[N:9]([CH2:8][C:7]3[C:6]([F:35])=[CH:5][C:4]([O:3][CH2:1][CH3:2])=[CH:33][C:32]=3[F:34])[N:10]=2)[N:23]=[C:22]([NH:24][C:37]([NH:36][CH2:39][CH3:40])=[O:38])[C:21]=1[N:25]1[CH2:30][CH2:29][O:28][CH2:27][CH2:26]1. Given the reactants [CH2:1]([O:3][C:4]1[CH:33]=[C:32]([F:34])[C:7]([CH2:8][N:9]2[C:17]3[C:12](=[CH:13][CH:14]=[CH:15][CH:16]=3)[C:11]([C:18]3[N:23]=[C:22]([NH2:24])[C:21]([N:25]4[CH2:30][CH2:29][O:28][CH2:27][CH2:26]4)=[C:20]([NH2:31])[N:19]=3)=[N:10]2)=[C:6]([F:35])[CH:5]=1)[CH3:2].[N:36]([CH2:39][CH3:40])=[C:37]=[O:38], predict the reaction product.